From a dataset of Forward reaction prediction with 1.9M reactions from USPTO patents (1976-2016). Predict the product of the given reaction. (1) The product is: [CH3:2][Si:3]([CH3:6])([CH3:5])[O:7][Si:3]([CH3:6])([CH3:5])[CH3:2]. Given the reactants Cl.[CH3:2][Si:3]([CH3:6])([CH3:5])Cl.[OH2:7], predict the reaction product. (2) Given the reactants Br[C:2]1[CH:10]=[CH:9][C:8]([Br:11])=[CH:7][C:3]=1[C:4]([OH:6])=[O:5].[OH:12][C:13]1[CH:14]=[CH:15][C:16]([Cl:19])=[N:17][CH:18]=1.C(=O)([O-])[O-].[Cs+].[Cs+].C1(C)C=CC=CC=1, predict the reaction product. The product is: [Br:11][C:8]1[CH:9]=[CH:10][C:2]([O:12][C:13]2[CH:18]=[N:17][C:16]([Cl:19])=[CH:15][CH:14]=2)=[C:3]([CH:7]=1)[C:4]([OH:6])=[O:5].